The task is: Predict which catalyst facilitates the given reaction.. This data is from Catalyst prediction with 721,799 reactions and 888 catalyst types from USPTO. (1) Reactant: C([O:4][CH2:5][C@H:6]([N:8]1[CH:17]=[CH:16][C:15]2[C:10](=[CH:11][CH:12]=[C:13]([CH3:29])[C:14]=2[NH:18][C:19](=[O:28])[CH2:20][CH:21]2[CH2:27][CH2:26][CH2:25][CH2:24][CH2:23][CH2:22]2)[C:9]1=[O:30])[CH3:7])(=O)C.C(=O)([O-])[O-].[K+].[K+].CO. Product: [CH:21]1([CH2:20][C:19]([NH:18][C:14]2[C:13]([CH3:29])=[CH:12][CH:11]=[C:10]3[C:15]=2[CH:16]=[CH:17][N:8]([C@H:6]([CH3:7])[CH2:5][OH:4])[C:9]3=[O:30])=[O:28])[CH2:27][CH2:26][CH2:25][CH2:24][CH2:23][CH2:22]1. The catalyst class is: 6. (2) Reactant: [OH:1][CH2:2][C@@H:3]1[C@@H:8]([NH:9][C:10](=[O:16])[O:11][C:12]([CH3:15])([CH3:14])[CH3:13])[CH2:7][CH2:6][O:5][CH2:4]1.[Cl:17][C:18]1[CH:19]=[N:20][N:21]([C:23]2[C:28]([F:29])=[CH:27][C:26](O)=[CH:25][C:24]=2[F:31])[CH:22]=1.C1CCN(C(N=NC(N2CCCCC2)=O)=O)CC1.C(P(CCCC)CCCC)CCC. Product: [Cl:17][C:18]1[CH:19]=[N:20][N:21]([C:23]2[C:24]([F:31])=[CH:25][C:26]([O:1][CH2:2][C@@H:3]3[C@@H:8]([NH:9][C:10](=[O:16])[O:11][C:12]([CH3:13])([CH3:15])[CH3:14])[CH2:7][CH2:6][O:5][CH2:4]3)=[CH:27][C:28]=2[F:29])[CH:22]=1. The catalyst class is: 5. (3) Reactant: CN(C=O)C.[S:6]1[C:10]2[CH:11]=[C:12]([CH:15]=[O:16])[CH:13]=[CH:14][C:9]=2[CH:8]=[CH:7]1.C1C(=O)N([Br:24])C(=O)C1. Product: [Br:24][C:8]1[C:9]2[CH:14]=[CH:13][C:12]([CH:15]=[O:16])=[CH:11][C:10]=2[S:6][CH:7]=1. The catalyst class is: 25. (4) Reactant: [C:1]([O:5][C:6]([N:8]([CH2:21][C@@H:22]1[C@@H:26]([C:27]2[CH:32]=[CH:31][CH:30]=[CH:29][CH:28]=2)[CH2:25][N:24]([CH2:33][CH2:34][CH2:35][CH2:36][CH2:37][C:38]([O:40]C)=[O:39])[CH2:23]1)[C@@H:9]([C:11]1[C:20]2[C:15](=[CH:16][CH:17]=[CH:18][CH:19]=2)[CH:14]=[CH:13][CH:12]=1)[CH3:10])=[O:7])([CH3:4])([CH3:3])[CH3:2].[OH-].[Na+]. Product: [C:1]([O:5][C:6]([N:8]([CH2:21][C@@H:22]1[C@@H:26]([C:27]2[CH:28]=[CH:29][CH:30]=[CH:31][CH:32]=2)[CH2:25][N:24]([CH2:33][CH2:34][CH2:35][CH2:36][CH2:37][C:38]([OH:40])=[O:39])[CH2:23]1)[C@@H:9]([C:11]1[C:20]2[C:15](=[CH:16][CH:17]=[CH:18][CH:19]=2)[CH:14]=[CH:13][CH:12]=1)[CH3:10])=[O:7])([CH3:2])([CH3:3])[CH3:4]. The catalyst class is: 92. (5) Reactant: [OH-].[Na+].[OH:3][C:4]1[C:9]([C:10]2[CH:15]=[CH:14][CH:13]=[CH:12][CH:11]=2)=[CH:8][C:7]([C:16]([CH2:19][C:20]([CH3:23])([CH3:22])[CH3:21])([CH3:18])[CH3:17])=[CH:6][C:5]=1[N:24]=[N:25][C:26]1[CH:31]=[CH:30][C:29]([C:32]2[CH:37]=[CH:36][CH:35]=[CH:34][CH:33]=2)=[CH:28][C:27]=1[N+:38]([O-])=O. Product: [C:32]1([C:29]2[CH:30]=[CH:31][C:26]3=[N:25][N:24]([C:5]4[CH:6]=[C:7]([C:16]([CH2:19][C:20]([CH3:23])([CH3:22])[CH3:21])([CH3:18])[CH3:17])[CH:8]=[C:9]([C:10]5[CH:15]=[CH:14][CH:13]=[CH:12][CH:11]=5)[C:4]=4[OH:3])[N:38]=[C:27]3[CH:28]=2)[CH:37]=[CH:36][CH:35]=[CH:34][CH:33]=1. The catalyst class is: 6. (6) Reactant: [Br:1][C:2]1[C:3](NNS(C2C=CC(C)=CC=2)(=O)=O)=[N:4][C:5]([CH:9]2[CH2:11][CH2:10]2)=[N:6][C:7]=1[CH3:8].C([O-])([O-])=O.[Na+].[Na+]. Product: [Br:1][C:2]1[C:7]([CH3:8])=[N:6][C:5]([CH:9]2[CH2:11][CH2:10]2)=[N:4][CH:3]=1. The catalyst class is: 425. (7) Reactant: [N:1]1[C:10]2[C:5](=[CH:6][C:7]([CH2:11][N:12]3[C:16]4=[N:17][C:18]([C:21]5[CH:29]=[CH:28][C:24]([C:25](O)=[O:26])=[CH:23][CH:22]=5)=[CH:19][CH:20]=[C:15]4[N:14]=[N:13]3)=[CH:8][CH:9]=2)[CH:4]=[CH:3][CH:2]=1.CN(C=O)C.CCN=C=NCCCN(C)C.Cl.CN.[NH2:49][CH:50]1[CH2:55][CH2:54][O:53][CH2:52][CH2:51]1. Product: [N:1]1[C:10]2[C:5](=[CH:6][C:7]([CH2:11][N:12]3[C:16]4=[N:17][C:18]([C:21]5[CH:22]=[CH:23][C:24]([C:25]([NH:49][CH:50]6[CH2:55][CH2:54][O:53][CH2:52][CH2:51]6)=[O:26])=[CH:28][CH:29]=5)=[CH:19][CH:20]=[C:15]4[N:14]=[N:13]3)=[CH:8][CH:9]=2)[CH:4]=[CH:3][CH:2]=1. The catalyst class is: 6.